Dataset: Full USPTO retrosynthesis dataset with 1.9M reactions from patents (1976-2016). Task: Predict the reactants needed to synthesize the given product. (1) Given the product [CH:1]([C:4]1[S:8][C:7]([NH:9][C:10]([NH:12][C:13]2[CH:18]=[CH:17][CH:16]=[C:15]([NH2:19])[CH:14]=2)=[O:11])=[N:6][CH:5]=1)([CH3:3])[CH3:2], predict the reactants needed to synthesize it. The reactants are: [CH:1]([C:4]1[S:8][C:7]([NH:9][C:10]([NH:12][C:13]2[CH:18]=[CH:17][CH:16]=[C:15]([N+:19]([O-])=O)[CH:14]=2)=[O:11])=[N:6][CH:5]=1)([CH3:3])[CH3:2].C(O)(=O)C.O. (2) Given the product [Cl:1][C:2]1[CH:3]=[C:4](/[CH:17]=[CH:18]/[C:19]([N:21]2[CH2:22][CH2:23][N:24]([CH2:27][C:28]3[CH:33]=[CH:32][C:31]([CH2:34][CH2:35][O:36][C:37]4[CH:42]=[CH:41][C:40]([CH3:43])=[CH:39][CH:38]=4)=[CH:30][CH:29]=3)[CH2:25][CH2:26]2)=[O:20])[CH:5]=[C:6]([CH3:16])[C:7]=1[O:8][C:9]1[CH:14]=[CH:13][C:12]([O:15][CH2:44][C:45]2[CH:52]=[CH:51][C:48]([CH3:49])=[CH:47][CH:46]=2)=[CH:11][N:10]=1, predict the reactants needed to synthesize it. The reactants are: [Cl:1][C:2]1[CH:3]=[C:4](/[CH:17]=[CH:18]/[C:19]([N:21]2[CH2:26][CH2:25][N:24]([CH2:27][C:28]3[CH:33]=[CH:32][C:31]([CH2:34][CH2:35][O:36][C:37]4[CH:42]=[CH:41][C:40]([CH3:43])=[CH:39][CH:38]=4)=[CH:30][CH:29]=3)[CH2:23][CH2:22]2)=[O:20])[CH:5]=[C:6]([CH3:16])[C:7]=1[O:8][C:9]1[CH:14]=[CH:13][C:12]([OH:15])=[CH:11][N:10]=1.[CH3:44][C:45]1[CH:52]=[CH:51][C:48]([CH2:49]Br)=[CH:47][CH:46]=1.[H-].[Na+]. (3) Given the product [CH3:56][NH:57][CH2:58][CH2:11][CH2:10][N:9]1[C:4]2[CH:5]=[CH:45][CH:46]=[CH:48][C:50]=2[CH2:42][CH2:40][C:38]2[CH:36]=[CH:34][CH:33]=[CH:7][C:8]1=2, predict the reactants needed to synthesize it. The reactants are: C(=O)=O.[CH2:4]1[N:9]([CH2:10][CH2:11]O)[CH2:8][CH2:7]N(CCS(O)(=O)=O)[CH2:5]1.[Na+].[Cl-].[Cl-].[K+].[Cl-].[Cl-].[Ca+2].[O-]S([O-])(=O)=O.[Mg+2].O=[CH:33][C@@H:34]([C@H:36]([C@@H:38]([C@@H:40]([CH2:42]O)O)O)O)O.O=[C:45]1O[C@H:50]([C@H](CO)O)[C:48](O)=[C:46]1O.[CH3:56][N:57](CC1C=CC=CC=1)[CH2:58]C#C.C1C(C(O)CN)=CC(O)=C(O)C=1. (4) Given the product [CH:36]([O:35][C:33]([NH:32][CH2:31][C:10]1[CH:11]=[C:12]([O:15][CH2:16][CH2:17][C:18]2[N:19]=[C:20]([C:24]3[CH:25]=[CH:26][C:27]([B:49]4[O:50][C:51]([CH3:56])([CH3:57])[C:52]([CH3:54])([CH3:55])[O:53]4)=[CH:28][CH:29]=3)[O:21][C:22]=2[CH3:23])[CH:13]=[CH:14][C:9]=1[CH2:8][CH2:7][C:6]([OH:39])=[O:5])=[O:34])([CH3:38])[CH3:37], predict the reactants needed to synthesize it. The reactants are: C([O:5][C:6](=[O:39])[CH2:7][CH2:8][C:9]1[CH:14]=[CH:13][C:12]([O:15][CH2:16][CH2:17][C:18]2[N:19]=[C:20]([C:24]3[CH:29]=[CH:28][C:27](Br)=[CH:26][CH:25]=3)[O:21][C:22]=2[CH3:23])=[CH:11][C:10]=1[CH2:31][NH:32][C:33]([O:35][CH:36]([CH3:38])[CH3:37])=[O:34])(C)(C)C.[B:49]1([B:49]2[O:53][C:52]([CH3:55])([CH3:54])[C:51]([CH3:57])([CH3:56])[O:50]2)[O:53][C:52]([CH3:55])([CH3:54])[C:51]([CH3:57])([CH3:56])[O:50]1.C([O-])(=O)C.[K+]. (5) Given the product [CH3:1][CH:2]1[CH2:11][N:10]2[C:5](=[N:6][S:7](=[O:13])(=[O:12])[CH2:8][CH2:9]2)[CH:4]([C:14]2[CH:19]=[CH:18][C:17]([O:20][C:21]3[CH:26]=[CH:25][CH:24]=[CH:23][CH:22]=3)=[CH:16][CH:15]=2)[CH2:3]1, predict the reactants needed to synthesize it. The reactants are: [CH3:1][C:2]1[CH:3]=[C:4]([C:14]2[CH:19]=[CH:18][C:17]([O:20][C:21]3[CH:26]=[CH:25][CH:24]=[CH:23][CH:22]=3)=[CH:16][CH:15]=2)[C:5]2[N:10]([CH:11]=1)[CH2:9][CH2:8][S:7](=[O:13])(=[O:12])[N:6]=2. (6) Given the product [CH3:18][C:6]1([CH3:19])[C:7]2[C:12](=[CH:11][C:10]([N+:13]([O-:15])=[O:14])=[C:9]([O:16][CH3:17])[CH:8]=2)[NH:4][CH2:5]1, predict the reactants needed to synthesize it. The reactants are: C([N:4]1[C:12]2[C:7](=[CH:8][C:9]([O:16][CH3:17])=[C:10]([N+:13]([O-:15])=[O:14])[CH:11]=2)[C:6]([CH3:19])([CH3:18])[CH2:5]1)(=O)C.Cl.O1CCOCC1.